This data is from Forward reaction prediction with 1.9M reactions from USPTO patents (1976-2016). The task is: Predict the product of the given reaction. Given the reactants [C:1]([C:5]1[CH:10]=[CH:9][C:8]([S:11]([NH:14][C:15]2[CH:19]=[CH:18][S:17][C:16]=2[C:20]([O:22]C)=[O:21])(=[O:13])=[O:12])=[C:7]([CH3:24])[CH:6]=1)([CH3:4])([CH3:3])[CH3:2].[OH-].[Li+], predict the reaction product. The product is: [C:1]([C:5]1[CH:10]=[CH:9][C:8]([S:11]([NH:14][C:15]2[CH:19]=[CH:18][S:17][C:16]=2[C:20]([OH:22])=[O:21])(=[O:12])=[O:13])=[C:7]([CH3:24])[CH:6]=1)([CH3:4])([CH3:3])[CH3:2].